This data is from Forward reaction prediction with 1.9M reactions from USPTO patents (1976-2016). The task is: Predict the product of the given reaction. (1) Given the reactants [Cl:1][C:2]1[CH:3]=[CH:4][C:5]2[N:9]=[C:8]([C@@H:10]3[CH2:14][C@H:13]([F:15])[CH2:12][N:11]3C(OC(C)(C)C)=O)[NH:7][C:6]=2[C:23]=1[CH3:24].Cl.CO, predict the reaction product. The product is: [ClH:1].[Cl:1][C:2]1[CH:3]=[CH:4][C:5]2[N:9]=[C:8]([C@@H:10]3[CH2:14][C@H:13]([F:15])[CH2:12][NH:11]3)[NH:7][C:6]=2[C:23]=1[CH3:24]. (2) Given the reactants [CH3:1][N:2]1[CH:6]=[C:5]([C:7](Cl)=[O:8])[C:4]([C:10]([F:13])([F:12])[F:11])=[N:3]1.Cl.[NH2:15][C@@H:16]([CH2:21][NH:22][C:23]([O:25][C:26]([CH3:29])([CH3:28])[CH3:27])=[O:24])[C:17]([O:19][CH3:20])=[O:18].N1C=CC=CC=1.Cl, predict the reaction product. The product is: [C:26]([O:25][C:23]([NH:22][CH2:21][C@H:16]([NH:15][C:7]([C:5]1[C:4]([C:10]([F:13])([F:12])[F:11])=[N:3][N:2]([CH3:1])[CH:6]=1)=[O:8])[C:17]([O:19][CH3:20])=[O:18])=[O:24])([CH3:29])([CH3:28])[CH3:27]. (3) Given the reactants [CH:1]1([C:4]2[CH:9]=[CH:8][CH:7]=[CH:6][C:5]=2O)[CH2:3][CH2:2]1.[H-].[Na+].Cl[C:14]1[N:19]=[N:18][C:17]([C:20]([NH2:22])=[O:21])=[C:16]([NH:23][C:24]2[CH:29]=[CH:28][CH:27]=[C:26]([CH3:30])[N:25]=2)[CH:15]=1.CN(C)C=[O:34], predict the reaction product. The product is: [CH:1]1([C:4]2[CH:9]=[C:8]([CH:7]=[CH:6][CH:5]=2)[O:34][C:14]2[N:19]=[N:18][C:17]([C:20]([NH2:22])=[O:21])=[C:16]([NH:23][C:24]3[CH:29]=[CH:28][CH:27]=[C:26]([CH3:30])[N:25]=3)[CH:15]=2)[CH2:3][CH2:2]1. (4) Given the reactants C(OC([N:8]1[CH2:13][CH2:12][CH:11]([C:14]2[CH:19]=[C:18]([OH:20])[N:17]=[C:16]([N:21]3[CH2:26][CH2:25][O:24][CH2:23][CH2:22]3)[N:15]=2)[CH2:10][CH2:9]1)=O)(C)(C)C.[ClH:27], predict the reaction product. The product is: [ClH:27].[N:21]1([C:16]2[N:17]=[C:18]([OH:20])[CH:19]=[C:14]([CH:11]3[CH2:12][CH2:13][NH:8][CH2:9][CH2:10]3)[N:15]=2)[CH2:26][CH2:25][O:24][CH2:23][CH2:22]1. (5) Given the reactants [N:1]1[CH:6]=[CH:5][CH:4]=[C:3](B(O)O)[CH:2]=1.Br[C:11]1[CH:32]=[CH:31][C:14]([CH2:15][NH:16][C:17]([C:19]2[CH:24]=[CH:23][C:22]([C:25]3[CH:30]=[CH:29][CH:28]=[CH:27][CH:26]=3)=[CH:21][CH:20]=2)=[O:18])=[CH:13][CH:12]=1.C([O-])([O-])=O.[Na+].[Na+].C(O)C, predict the reaction product. The product is: [N:1]1[CH:6]=[CH:5][CH:4]=[C:3]([C:11]2[CH:32]=[CH:31][C:14]([CH2:15][NH:16][C:17]([C:19]3[CH:24]=[CH:23][C:22]([C:25]4[CH:30]=[CH:29][CH:28]=[CH:27][CH:26]=4)=[CH:21][CH:20]=3)=[O:18])=[CH:13][CH:12]=2)[CH:2]=1. (6) Given the reactants [CH2:1]([N:8]([C:12](O)=O)[C:9](O)=O)[C:2]1[CH:7]=[CH:6][CH:5]=[CH:4][CH:3]=1.[C:15](C1NC=CN=1)(C1NC=CN=1)=[O:16].[N:27]1[CH:32]=[CH:31][CH:30]=[CH:29][C:28]=1[C:33]1([NH2:36])[CH2:35][CH2:34]1.C1C[O:40][CH2:39]C1, predict the reaction product. The product is: [CH2:1]([N:8]1[CH2:9][C:39](=[O:40])[N:36]([C:33]2([C:28]3[CH:29]=[CH:30][CH:31]=[CH:32][N:27]=3)[CH2:35][CH2:34]2)[C:15](=[O:16])[CH2:12]1)[C:2]1[CH:3]=[CH:4][CH:5]=[CH:6][CH:7]=1.